Dataset: Catalyst prediction with 721,799 reactions and 888 catalyst types from USPTO. Task: Predict which catalyst facilitates the given reaction. (1) Reactant: [CH2:1]([N:3]([CH2:30][CH3:31])[CH2:4][CH2:5][NH:6][C:7]([C:9]1[C:17]2[CH2:16][CH2:15][CH2:14]/[C:13](=[C:18]3/[C:19](=[O:28])[NH:20][C:21]4[C:26]/3=[CH:25][C:24]([F:27])=[CH:23][CH:22]=4)/[C:12]=2[NH:11][C:10]=1[CH3:29])=[O:8])[CH3:2].C(#N)C.[C:35]([OH:45])(=[O:44])[C@H:36]([C:38]1[CH:43]=[CH:42][CH:41]=[CH:40][CH:39]=1)[OH:37]. Product: [C:35]([OH:45])(=[O:44])[C@H:36]([C:38]1[CH:43]=[CH:42][CH:41]=[CH:40][CH:39]=1)[OH:37].[CH2:30]([N:3]([CH2:1][CH3:2])[CH2:4][CH2:5][NH:6][C:7]([C:9]1[C:17]2[CH2:16][CH2:15][CH2:14]/[C:13](=[C:18]3/[C:19](=[O:28])[NH:20][C:21]4[C:26]/3=[CH:25][C:24]([F:27])=[CH:23][CH:22]=4)/[C:12]=2[NH:11][C:10]=1[CH3:29])=[O:8])[CH3:31]. The catalyst class is: 4. (2) Reactant: BrC1C=CC=C(CBr)C=1.Br[C:11]1[CH:12]=[C:13]([CH:45]=[CH:46][CH:47]=1)[CH2:14][N:15]1[C:19]2[CH:20]=[CH:21][C:22]([O:24][CH2:25][C:26]3[CH:35]=[CH:34][C:33]4[C:28](=[CH:29][CH:30]=[CH:31][CH:32]=4)[N:27]=3)=[CH:23][C:18]=2[N:17]=[C:16]1[CH2:36][C:37]([CH3:44])([CH3:43])[C:38]([O:40][CH2:41][CH3:42])=[O:39].[CH3:48][O:49][C:50]1[N:55]=[CH:54][C:53](B(O)O)=[CH:52][CH:51]=1.C(Cl)Cl.C([O-])([O-])=O.[K+].[K+]. Product: [CH3:48][O:49][C:50]1[N:55]=[CH:54][C:53]([C:11]2[CH:12]=[C:13]([CH:45]=[CH:46][CH:47]=2)[CH2:14][N:15]2[C:19]3[CH:20]=[CH:21][C:22]([O:24][CH2:25][C:26]4[CH:35]=[CH:34][C:33]5[C:28](=[CH:29][CH:30]=[CH:31][CH:32]=5)[N:27]=4)=[CH:23][C:18]=3[N:17]=[C:16]2[CH2:36][C:37]([CH3:44])([CH3:43])[C:38]([OH:40])=[O:39])=[CH:52][CH:51]=1.[CH3:48][O:49][C:50]1[N:55]=[CH:54][C:53]([C:11]2[CH:12]=[C:13]([CH:45]=[CH:46][CH:47]=2)[CH2:14][N:15]2[C:19]3[CH:20]=[CH:21][C:22]([O:24][CH2:25][C:26]4[CH:35]=[CH:34][C:33]5[C:28](=[CH:29][CH:30]=[CH:31][CH:32]=5)[N:27]=4)=[CH:23][C:18]=3[N:17]=[C:16]2[CH2:36][C:37]([CH3:43])([CH3:44])[C:38]([O:40][CH2:41][CH3:42])=[O:39])=[CH:52][CH:51]=1. The catalyst class is: 140. (3) Reactant: Cl.[NH2:2][CH2:3][CH2:4][NH:5][C:6](=[O:28])[CH2:7][CH2:8]/[CH:9]=[CH:10]\[CH2:11]/[CH:12]=[CH:13]\[CH2:14]/[CH:15]=[CH:16]\[CH2:17]/[CH:18]=[CH:19]\[CH2:20]/[CH:21]=[CH:22]\[CH2:23]/[CH:24]=[CH:25]\[CH2:26][CH3:27].C(O)(=O)CC/C=C\C/C=C\C/C=C\C/C=C\C/C=C\C/C=C\CC.NCCN[C:57](=[O:63])[O:58][C:59]([CH3:62])([CH3:61])[CH3:60].CCN=C=NCCCN(C)C. Product: [C:6]([NH:5][CH2:4][CH2:3][NH:2][C:57](=[O:63])[O:58][C:59]([CH3:62])([CH3:61])[CH3:60])(=[O:28])[CH2:7][CH2:8]/[CH:9]=[CH:10]\[CH2:11]/[CH:12]=[CH:13]\[CH2:14]/[CH:15]=[CH:16]\[CH2:17]/[CH:18]=[CH:19]\[CH2:20]/[CH:21]=[CH:22]\[CH2:23]/[CH:24]=[CH:25]\[CH2:26][CH3:27]. The catalyst class is: 23. (4) Reactant: [N:1]([CH2:4][C@@H:5]1[C@H:9]2[O:10][C:11]([CH3:14])([CH3:13])[O:12][C@H:8]2[C@H:7]([N:15]2[CH:23]=[N:22][C:21]3[C:16]2=[N:17][CH:18]=[N:19][C:20]=3[NH:24][CH2:25][C:26]2[CH:31]=[CH:30][C:29]([O:32][CH3:33])=[CH:28][C:27]=2[O:34][CH3:35])[CH2:6]1)=[N+]=[N-].CP(C)C.O. Product: [NH2:1][CH2:4][C@@H:5]1[C@H:9]2[O:10][C:11]([CH3:13])([CH3:14])[O:12][C@H:8]2[C@H:7]([N:15]2[CH:23]=[N:22][C:21]3[C:16]2=[N:17][CH:18]=[N:19][C:20]=3[NH:24][CH2:25][C:26]2[CH:31]=[CH:30][C:29]([O:32][CH3:33])=[CH:28][C:27]=2[O:34][CH3:35])[CH2:6]1. The catalyst class is: 76. (5) Reactant: [F:1][C:2]1[CH:3]=[C:4]([C:8]2[S:9][C:10]([N:14]([CH3:22])C(=O)OC(C)(C)C)=[C:11](I)[N:12]=2)[CH:5]=[N:6][CH:7]=1.[C:23]([Cu])#[N:24]. Product: [F:1][C:2]1[CH:3]=[C:4]([C:8]2[S:9][C:10]([NH:14][CH3:22])=[C:11]([C:23]#[N:24])[N:12]=2)[CH:5]=[N:6][CH:7]=1. The catalyst class is: 39. (6) Reactant: [ClH:1].[CH3:2][O:3][C@H:4]1[CH2:8][CH2:7][N:6]([C:9]2[CH:10]=[CH:11][C:12]3[C:18]4[N:19](C5CCCCO5)[N:20]=[C:21]([C:22]([OH:24])=[O:23])[C:17]=4[CH2:16][O:15][C:13]=3[CH:14]=2)[CH2:5]1. Product: [ClH:1].[CH3:2][O:3][C@H:4]1[CH2:8][CH2:7][N:6]([C:9]2[CH:10]=[CH:11][C:12]3[C:18]4[NH:19][N:20]=[C:21]([C:22]([OH:24])=[O:23])[C:17]=4[CH2:16][O:15][C:13]=3[CH:14]=2)[CH2:5]1. The catalyst class is: 12. (7) Reactant: [OH:1][C:2]1[CH:3]=[C:4]([NH:8][S:9]([C:12]2[CH:24]=[C:23]3[C:15]([C:16]4[CH:17]=[CH:18][C:19]([S:26]([NH:29][C:30]5[CH:31]=[C:32]([NH:36][C:37](=[O:39])[CH3:38])[CH:33]=[CH:34][CH:35]=5)(=[O:28])=[O:27])=[CH:20][C:21]=4[C:22]3=O)=[CH:14][CH:13]=2)(=[O:11])=[O:10])[CH:5]=[CH:6][CH:7]=1.Cl.[NH2:41][OH:42]. Product: [OH:42][N:41]=[C:22]1[C:21]2[CH:20]=[C:19]([S:26]([NH:29][C:30]3[CH:31]=[C:32]([NH:36][C:37](=[O:39])[CH3:38])[CH:33]=[CH:34][CH:35]=3)(=[O:27])=[O:28])[CH:18]=[CH:17][C:16]=2[C:15]2[C:23]1=[CH:24][C:12]([S:9]([NH:8][C:4]1[CH:5]=[CH:6][CH:7]=[C:2]([OH:1])[CH:3]=1)(=[O:11])=[O:10])=[CH:13][CH:14]=2. The catalyst class is: 17. (8) Reactant: [C:1]([C:3]1[CH:17]=[CH:16][C:6]2[C:7]([C:10]3[CH:15]=[CH:14][CH:13]=[CH:12][CH:11]=3)=[CH:8][S:9][C:5]=2[CH:4]=1)#[N:2].[H-].[Al+3].[Li+].[H-].[H-].[H-].O.[OH-].[Na+]. Product: [NH2:2][CH2:1][C:3]1[CH:17]=[CH:16][C:6]2[C:7]([C:10]3[CH:15]=[CH:14][CH:13]=[CH:12][CH:11]=3)=[CH:8][S:9][C:5]=2[CH:4]=1. The catalyst class is: 1. (9) Reactant: [Br:1][C:2]1[CH:7]=[CH:6][C:5]([C:8]2([O:13][CH2:14][C:15]([OH:17])=[O:16])[CH2:12][CH2:11][CH2:10][CH2:9]2)=[CH:4][CH:3]=1.[C:18](=O)([O-])[O-].[K+].[K+]. Product: [Br:1][C:2]1[CH:3]=[CH:4][C:5]([C:8]2([O:13][CH2:14][C:15]([O:17][CH3:18])=[O:16])[CH2:9][CH2:10][CH2:11][CH2:12]2)=[CH:6][CH:7]=1. The catalyst class is: 255.